From a dataset of Forward reaction prediction with 1.9M reactions from USPTO patents (1976-2016). Predict the product of the given reaction. (1) Given the reactants [Br:1][C:2]1[O:6][C:5]([C:7]2[CH:12]=[CH:11][C:10]([O:13][CH2:14][CH2:15][CH2:16]Cl)=[CH:9][CH:8]=2)=[N:4][C:3]=1[CH2:18][N:19]1[CH2:24][CH2:23][CH2:22][CH2:21][CH2:20]1.[I-].[Na+].[CH3:27][CH:28]1[CH2:32][CH2:31][CH2:30][NH:29]1.Cl, predict the reaction product. The product is: [Br:1][C:2]1[O:6][C:5]([C:7]2[CH:12]=[CH:11][C:10]([O:13][CH2:14][CH2:15][CH2:16][N:29]3[CH2:30][CH2:31][CH2:32][CH:28]3[CH3:27])=[CH:9][CH:8]=2)=[N:4][C:3]=1[CH2:18][N:19]1[CH2:24][CH2:23][CH2:22][CH2:21][CH2:20]1. (2) Given the reactants [Br:1][CH2:2][C@@H:3]([OH:7])[CH2:4][CH2:5][Br:6].[F:8][C:9]1[C:10]([CH3:19])=[C:11]([CH2:15][C:16](O)=[O:17])[CH:12]=[CH:13][CH:14]=1.C1(N=C=NC2CCCCC2)CCCCC1, predict the reaction product. The product is: [F:8][C:9]1[C:10]([CH3:19])=[C:11]([CH2:15][C:16]([O:7][C@@H:3]([CH2:4][CH2:5][Br:6])[CH2:2][Br:1])=[O:17])[CH:12]=[CH:13][CH:14]=1. (3) The product is: [Cl:18][C:15]1[CH:16]=[CH:17][C:12]([CH2:11][N:10]2[C:9]3[C:8](=[O:19])[N:7]([CH2:20][CH2:21][CH2:22][O:23][CH:24]4[CH2:29][CH2:28][CH2:27][CH2:26][O:25]4)[C:6](=[O:30])[N:5]([CH3:31])[C:4]=3[N:3]=[C:2]2[SH:41])=[CH:13][CH:14]=1. Given the reactants Br[C:2]1[N:10]([CH2:11][C:12]2[CH:17]=[CH:16][C:15]([Cl:18])=[CH:14][CH:13]=2)[C:9]2[C:8](=[O:19])[N:7]([CH2:20][CH2:21][CH2:22][O:23][CH:24]3[CH2:29][CH2:28][CH2:27][CH2:26][O:25]3)[C:6](=[O:30])[N:5]([CH3:31])[C:4]=2[N:3]=1.O.O.O.O.O.O.O.O.O.[S-2:41].[Na+].[Na+], predict the reaction product. (4) Given the reactants [Cl:1][C:2]1[CH:11]=[C:10]2[C:5](C=CC(C)=N2)=[C:4]([C:5]2[CH:10]=[CH:11][C:2]([Cl:1])=[CH:3][CH:4]=2)[C:3]=1O.[C:21]([O:27][CH2:28][C@H:29]([C:35]1[C:36](Br)=[C:37]2[C:42](=[CH:43][C:44]=1[CH3:45])[N:41]=[C:40]([C:46]([F:49])([F:48])[F:47])[CH:39]=[CH:38]2)[O:30][C:31]([CH3:34])([CH3:33])[CH3:32])(=[O:26])[C:22]([CH3:25])([CH3:24])[CH3:23], predict the reaction product. The product is: [C:21]([O:27][CH2:28][C@@H:29]([O:30][C:31]([CH3:34])([CH3:33])[CH3:32])[C:35]1[C:36]([C:5]2[CH:10]=[CH:11][C:2]([Cl:1])=[CH:3][CH:4]=2)=[C:37]2[C:42](=[CH:43][C:44]=1[CH3:45])[N:41]=[C:40]([C:46]([F:49])([F:48])[F:47])[CH:39]=[CH:38]2)(=[O:26])[C:22]([CH3:25])([CH3:24])[CH3:23]. (5) Given the reactants [NH2:1][C:2]1[C:11]2[C:6](=[CH:7][C:8]([Br:12])=[CH:9][CH:10]=2)[CH:5]=[CH:4][C:3]=1[NH:13][C:14]([C@@H:16]1[C@H:21]2[CH2:22][C@H:18]([CH2:19][CH2:20]2)[N:17]1[C:23]([O:25][C:26]([CH3:29])([CH3:28])[CH3:27])=[O:24])=O.CC(O)=O.[OH-].[Na+], predict the reaction product. The product is: [Br:12][C:8]1[CH:7]=[C:6]2[C:11](=[CH:10][CH:9]=1)[C:2]1[NH:1][C:14]([C@@H:16]3[C@H:21]4[CH2:22][C@H:18]([CH2:19][CH2:20]4)[N:17]3[C:23]([O:25][C:26]([CH3:29])([CH3:28])[CH3:27])=[O:24])=[N:13][C:3]=1[CH:4]=[CH:5]2.